This data is from Full USPTO retrosynthesis dataset with 1.9M reactions from patents (1976-2016). The task is: Predict the reactants needed to synthesize the given product. (1) Given the product [Cl:31][C:25]1[CH:24]=[C:23]([C:20]2[CH:21]=[CH:22][N:18]([CH2:17][C@H:16]([NH:15][C:12]([C:10]3[N:11]=[C:7]([C:3]4[CH:2]=[N:1][CH:6]=[CH:5][CH:4]=4)[S:8][CH:9]=3)=[O:14])[CH3:32])[N:19]=2)[CH:30]=[CH:29][C:26]=1[C:27]#[N:28], predict the reactants needed to synthesize it. The reactants are: [N:1]1[CH:6]=[CH:5][CH:4]=[C:3]([C:7]2[S:8][CH:9]=[C:10]([C:12]([OH:14])=O)[N:11]=2)[CH:2]=1.[NH2:15][C@H:16]([CH3:32])[CH2:17][N:18]1[CH:22]=[CH:21][C:20]([C:23]2[CH:30]=[CH:29][C:26]([C:27]#[N:28])=[C:25]([Cl:31])[CH:24]=2)=[N:19]1. (2) The reactants are: I[C:2]1[CH:11]=[C:10]2[C:5]([CH:6]=[C:7]([C:16]([O:18][CH2:19][CH3:20])=[O:17])[CH:8]([C:12]([F:15])([F:14])[F:13])[O:9]2)=[CH:4][CH:3]=1.[N:21]1[CH:26]=[CH:25][CH:24]=[C:23](B(O)O)[CH:22]=1.[C:30]([O-])([O-])=[O:31].[K+].[K+].[C]=O. Given the product [N:21]1[CH:26]=[CH:25][CH:24]=[C:23]([C:30]([C:2]2[CH:11]=[C:10]3[C:5]([CH:6]=[C:7]([C:16]([O:18][CH2:19][CH3:20])=[O:17])[CH:8]([C:12]([F:15])([F:14])[F:13])[O:9]3)=[CH:4][CH:3]=2)=[O:31])[CH:22]=1, predict the reactants needed to synthesize it. (3) Given the product [C:1]([O:5][C:6]([NH:8][CH:9]1[CH2:10][CH2:11][C:12](=[O:14])[NH:13][C:15]1=[O:17])=[O:7])([CH3:4])([CH3:3])[CH3:2], predict the reactants needed to synthesize it. The reactants are: [C:1]([O:5][C:6]([NH:8][C@H:9]([C:15]([OH:17])=O)[CH2:10][CH2:11][C:12](=[O:14])[NH2:13])=[O:7])([CH3:4])([CH3:3])[CH3:2].C(C1NC=CN=1)(C1NC=CN=1)=O. (4) The reactants are: [F:1][C:2]1[CH:3]=[C:4]([C:8](=O)[CH2:9][CH2:10][CH2:11][CH2:12][N:13]2[CH2:18][CH2:17][CH:16]([C:19]3[CH:20]=[C:21]([NH:25][C:26](=[O:30])[CH:27]([CH3:29])[CH3:28])[CH:22]=[CH:23][CH:24]=3)[CH2:15][CH2:14]2)[CH:5]=[CH:6][CH:7]=1.Cl.[C:33]1([NH:43]N)[C:42]2[C:37](=[CH:38][CH:39]=[CH:40][CH:41]=2)[CH:36]=[CH:35][CH:34]=1. Given the product [F:1][C:2]1[CH:3]=[C:4]([C:8]2[NH:43][C:33]3[C:34]([C:9]=2[CH2:10][CH2:11][CH2:12][N:13]2[CH2:18][CH2:17][CH:16]([C:19]4[CH:20]=[C:21]([NH:25][C:26](=[O:30])[CH:27]([CH3:29])[CH3:28])[CH:22]=[CH:23][CH:24]=4)[CH2:15][CH2:14]2)=[CH:35][CH:36]=[C:37]2[CH:38]=[CH:39][CH:40]=[CH:41][C:42]=32)[CH:5]=[CH:6][CH:7]=1, predict the reactants needed to synthesize it. (5) Given the product [ClH:37].[CH3:1][O:2][C:3]1[CH:8]=[CH:7][C:6]([C:9]2[CH:17]=[C:16]3[C:12]([C:13]([CH2:27][NH:28][CH3:29])=[CH:14][N:15]3[S:18]([C:21]3[CH:22]=[N:23][CH:24]=[CH:25][CH:26]=3)(=[O:20])=[O:19])=[CH:11][CH:10]=2)=[CH:5][CH:4]=1, predict the reactants needed to synthesize it. The reactants are: [CH3:1][O:2][C:3]1[CH:8]=[CH:7][C:6]([C:9]2[CH:17]=[C:16]3[C:12]([C:13]([CH2:27][N:28](C)[C:29](=O)OC(C)(C)C)=[CH:14][N:15]3[S:18]([C:21]3[CH:22]=[N:23][CH:24]=[CH:25][CH:26]=3)(=[O:20])=[O:19])=[CH:11][CH:10]=2)=[CH:5][CH:4]=1.[ClH:37].CO. (6) Given the product [O:49]=[S:2]1(=[O:1])[CH2:7][CH2:6][N:5]([CH2:8][CH2:9][NH:10][C@:11]23[CH2:45][CH2:44][C@@H:43]([C:46]([CH3:48])=[CH2:47])[C@@H:12]2[C@@H:13]2[C@@:26]([CH3:29])([CH2:27][CH2:28]3)[C@@:25]3([CH3:30])[C@@H:16]([C@:17]4([CH3:42])[C@@H:22]([CH2:23][CH2:24]3)[C:21]([CH3:32])([CH3:31])[C:20]([C:33]3[CH2:38][CH2:37][CH:36]([C:39]([O:41][CH2:56][CH2:57][Si:58]([CH3:61])([CH3:60])[CH3:59])=[O:40])[CH2:35][CH:34]=3)=[CH:19][CH2:18]4)[CH2:15][CH2:14]2)[CH2:4][CH2:3]1, predict the reactants needed to synthesize it. The reactants are: [O:1]=[S:2]1(=[O:49])[CH2:7][CH2:6][N:5]([CH2:8][CH2:9][NH:10][C@:11]23[CH2:45][CH2:44][C@@H:43]([C:46]([CH3:48])=[CH2:47])[C@@H:12]2[C@@H:13]2[C@@:26]([CH3:29])([CH2:27][CH2:28]3)[C@@:25]3([CH3:30])[C@@H:16]([C@:17]4([CH3:42])[C@@H:22]([CH2:23][CH2:24]3)[C:21]([CH3:32])([CH3:31])[C:20]([C:33]3[CH2:38][CH2:37][CH:36]([C:39]([OH:41])=[O:40])[CH2:35][CH:34]=3)=[CH:19][CH2:18]4)[CH2:15][CH2:14]2)[CH2:4][CH2:3]1.C(N/C(=N/C(C)C)/O[CH2:56][CH2:57][Si:58]([CH3:61])([CH3:60])[CH3:59])(C)C.O1CCOCC1. (7) Given the product [CH2:30]1[C:29]2([CH2:32][CH2:33][N:27]([C:23]3[C:24]([Cl:26])=[CH:25][C:19]4[N:18]=[C:17]([NH:16][C:11]5[CH:10]=[C:9]([CH:14]=[CH:13][C:12]=5[Cl:15])[CH2:8][NH2:7])[NH:21][C:20]=4[CH:22]=3)[CH2:28]2)[CH2:31]1, predict the reactants needed to synthesize it. The reactants are: C(OC(=O)[NH:7][CH2:8][C:9]1[CH:14]=[CH:13][C:12]([Cl:15])=[C:11]([NH:16][C:17]2[NH:21][C:20]3[CH:22]=[C:23]([N:27]4[CH2:33][CH2:32][C:29]5([CH2:31][CH2:30]5)[CH2:28]4)[C:24]([Cl:26])=[CH:25][C:19]=3[N:18]=2)[CH:10]=1)(C)(C)C.Cl. (8) Given the product [NH2:12][C:13]1[N:14]=[CH:15][C:16]2[C:21]([C:22]([C:24]3[CH:29]=[C:28]([NH:30][C:9](=[O:11])[CH2:8][C:5]4[CH:4]=[CH:3][C:2]([Cl:1])=[CH:7][CH:6]=4)[CH:27]=[N:26][CH:25]=3)=[O:23])=[CH:20][N:19]([CH:31]([CH3:34])[CH2:32][OH:33])[C:17]=2[N:18]=1, predict the reactants needed to synthesize it. The reactants are: [Cl:1][C:2]1[CH:7]=[CH:6][C:5]([CH2:8][C:9]([OH:11])=O)=[CH:4][CH:3]=1.[NH2:12][C:13]1[N:14]=[CH:15][C:16]2[C:21]([C:22]([C:24]3[CH:25]=[N:26][CH:27]=[C:28]([NH2:30])[CH:29]=3)=[O:23])=[CH:20][N:19]([CH:31]([CH3:34])[CH2:32][OH:33])[C:17]=2[N:18]=1.CN(C(ON1N=NC2C=CC=NC1=2)=[N+](C)C)C.F[P-](F)(F)(F)(F)F.C(=O)(O)[O-].[Na+]. (9) Given the product [C:18]([C:2]1[CH:7]=[CH:6][C:5]([CH2:8][C:9]([O:11][CH3:12])=[O:10])=[CH:4][C:3]=1[O:13][C:14]([F:17])([F:16])[F:15])#[N:19], predict the reactants needed to synthesize it. The reactants are: Cl[C:2]1[CH:7]=[CH:6][C:5]([CH2:8][C:9]([O:11][CH3:12])=[O:10])=[CH:4][C:3]=1[O:13][C:14]([F:17])([F:16])[F:15].[CH3:18][N:19](C)C(=O)C. (10) Given the product [OH:8][CH2:9][C:10]([CH:13]1[O:26][CH2:25][C:24]2[C:23]3[C:18](=[CH:19][CH:20]=[CH:21][CH:22]=3)[C:17](=[O:27])[NH:16][C:15]=2[CH2:14]1)([CH3:11])[CH3:12], predict the reactants needed to synthesize it. The reactants are: C([O:8][CH2:9][C:10]([CH:13]1[O:26][CH2:25][C:24]2[C:23]3[C:18](=[CH:19][CH:20]=[CH:21][CH:22]=3)[C:17](=[O:27])[NH:16][C:15]=2[CH2:14]1)([CH3:12])[CH3:11])C1C=CC=CC=1.